From a dataset of Reaction yield outcomes from USPTO patents with 853,638 reactions. Predict the reaction yield, written as a fraction of the theoretical maximum amount of product (1.0 means a 100% yield; for example, 0.34 means a 34% yield). (1) The reactants are C([O:8][C:9]1[C:10](=[O:26])[CH:11]=[C:12]([CH:16](OS(C)(=O)=O)[C:17]([F:20])([F:19])[F:18])[N:13]([CH3:15])[CH:14]=1)C1C=CC=CC=1.C(O)C. The catalyst is CO.[Pd]. The product is [OH:8][C:9]1[C:10](=[O:26])[CH:11]=[C:12]([CH2:16][C:17]([F:18])([F:19])[F:20])[N:13]([CH3:15])[CH:14]=1. The yield is 0.770. (2) The reactants are [Cl:1][C:2]1[CH:3]=[C:4]2[C:12](=[CH:13][C:14]=1[Cl:15])[N:11]([S:16]([C:19]1[CH:25]=[CH:24][C:22]([CH3:23])=[CH:21][CH:20]=1)(=[O:18])=[O:17])[C:10]1[C:9](=[O:26])[CH2:8][CH2:7][CH2:6][C:5]2=1.[Li+].[CH3:28][Si]([N-][Si](C)(C)C)(C)C.CI.[NH4+].[Cl-]. The catalyst is C1COCC1. The product is [Cl:1][C:2]1[CH:3]=[C:4]2[C:12](=[CH:13][C:14]=1[Cl:15])[N:11]([S:16]([C:19]1[CH:25]=[CH:24][C:22]([CH3:23])=[CH:21][CH:20]=1)(=[O:18])=[O:17])[C:10]1[C:9](=[O:26])[CH:8]([CH3:28])[CH2:7][CH2:6][C:5]2=1. The yield is 0.400. (3) The reactants are [O-2].[Nd+3:2].[O-2].[O-2].[Nd+3].[Nd].[CH2:7]([CH:9]([CH2:24][CH2:25][CH2:26][CH3:27])[CH2:10][O:11][P:12](=[O:23])([OH:22])[O:13][CH2:14][CH:15]([CH2:20][CH3:21])[CH2:16][CH2:17][CH2:18][CH3:19])[CH3:8].CC1CCCCC1.Cl. The catalyst is O. The product is [CH2:7]([CH:9]([CH2:24][CH2:25][CH2:26][CH3:27])[CH2:10][O:11][P:12]([O-:23])([O:13][CH2:14][CH:15]([CH2:20][CH3:21])[CH2:16][CH2:17][CH2:18][CH3:19])=[O:22])[CH3:8].[Nd+:2]. The yield is 1.00. (4) The reactants are Br[C:2]1[CH:8]=[CH:7][CH:6]=[C:5](Br)[C:3]=1[NH2:4].C([O-])([O-])=O.[Na+].[Na+].[F:16][C:17]([F:28])([F:27])[C:18]1[CH:23]=[CH:22][C:21](B(O)O)=[CH:20][CH:19]=1. The catalyst is C1(C)C=CC=CC=1.[Pd].C1(P(C2C=CC=CC=2)C2C=CC=CC=2)C=CC=CC=1.C1(P(C2C=CC=CC=2)C2C=CC=CC=2)C=CC=CC=1.C1(P(C2C=CC=CC=2)C2C=CC=CC=2)C=CC=CC=1.C1(P(C2C=CC=CC=2)C2C=CC=CC=2)C=CC=CC=1. The product is [F:16][C:17]([F:28])([F:27])[C:18]1[CH:23]=[CH:22][C:21]([C:2]2[CH:8]=[CH:7][CH:6]=[C:5]([C:21]3[CH:22]=[CH:23][C:18]([C:17]([F:28])([F:27])[F:16])=[CH:19][CH:20]=3)[C:3]=2[NH2:4])=[CH:20][CH:19]=1. The yield is 0.930.